From a dataset of Catalyst prediction with 721,799 reactions and 888 catalyst types from USPTO. Predict which catalyst facilitates the given reaction. (1) Reactant: [Cl:1][C:2]1[C:3]([C:27]([F:30])([F:29])[F:28])=[N:4][N:5]([CH2:8][C:9]([N:11]2[CH2:16][CH2:15][CH2:14][C:13]3[N:17]([C:20]4[CH:25]=[CH:24][C:23]([F:26])=[CH:22][CH:21]=4)[N:18]=[CH:19][C:12]2=3)=[O:10])[C:6]=1[CH3:7].[Li+].CC([N-]C(C)C)C.[CH2:39]=[O:40]. Product: [Cl:1][C:2]1[C:3]([C:27]([F:30])([F:29])[F:28])=[N:4][N:5]([CH:8]([CH2:39][OH:40])[C:9]([N:11]2[CH2:16][CH2:15][CH2:14][C:13]3[N:17]([C:20]4[CH:25]=[CH:24][C:23]([F:26])=[CH:22][CH:21]=4)[N:18]=[CH:19][C:12]2=3)=[O:10])[C:6]=1[CH3:7]. The catalyst class is: 1. (2) Reactant: Br[C:2]1[N:7]=[C:6]([NH2:8])[CH:5]=[CH:4][CH:3]=1.[CH:9](=O)[C:10]1[CH:15]=[CH:14][CH:13]=[CH:12][CH:11]=1.B(O)(O)C1C=CC(C)=CC=1.C(=O)([O-])[O-].[Na+].[Na+].[ClH:33].O1CCOCC1. Product: [ClH:33].[C:10]1([CH3:9])[CH:15]=[CH:14][C:13]([C:2]2[N:7]=[C:6]([NH2:8])[CH:5]=[CH:4][CH:3]=2)=[CH:12][CH:11]=1. The catalyst class is: 398.